Dataset: NCI-60 drug combinations with 297,098 pairs across 59 cell lines. Task: Regression. Given two drug SMILES strings and cell line genomic features, predict the synergy score measuring deviation from expected non-interaction effect. (1) Drug 1: CC(C)(C#N)C1=CC(=CC(=C1)CN2C=NC=N2)C(C)(C)C#N. Drug 2: COCCOC1=C(C=C2C(=C1)C(=NC=N2)NC3=CC=CC(=C3)C#C)OCCOC.Cl. Cell line: PC-3. Synergy scores: CSS=6.04, Synergy_ZIP=-2.32, Synergy_Bliss=0.00180, Synergy_Loewe=3.76, Synergy_HSA=0.0898. (2) Drug 1: C1CCN(CC1)CCOC2=CC=C(C=C2)C(=O)C3=C(SC4=C3C=CC(=C4)O)C5=CC=C(C=C5)O. Drug 2: C1=CN(C(=O)N=C1N)C2C(C(C(O2)CO)O)O.Cl. Cell line: SF-539. Synergy scores: CSS=31.4, Synergy_ZIP=-9.85, Synergy_Bliss=-3.93, Synergy_Loewe=-26.2, Synergy_HSA=-2.42. (3) Drug 2: CCC1(C2=C(COC1=O)C(=O)N3CC4=CC5=C(C=CC(=C5CN(C)C)O)N=C4C3=C2)O.Cl. Drug 1: CC1C(C(CC(O1)OC2CC(CC3=C2C(=C4C(=C3O)C(=O)C5=C(C4=O)C(=CC=C5)OC)O)(C(=O)CO)O)N)O.Cl. Synergy scores: CSS=30.9, Synergy_ZIP=1.05, Synergy_Bliss=1.13, Synergy_Loewe=-17.8, Synergy_HSA=1.40. Cell line: SW-620. (4) Drug 1: C1=CC(=C2C(=C1NCCNCCO)C(=O)C3=C(C=CC(=C3C2=O)O)O)NCCNCCO. Drug 2: CCC(=C(C1=CC=CC=C1)C2=CC=C(C=C2)OCCN(C)C)C3=CC=CC=C3.C(C(=O)O)C(CC(=O)O)(C(=O)O)O. Cell line: OVCAR3. Synergy scores: CSS=35.4, Synergy_ZIP=7.75, Synergy_Bliss=6.57, Synergy_Loewe=-1.70, Synergy_HSA=5.70. (5) Drug 1: CC1C(C(=O)NC(C(=O)N2CCCC2C(=O)N(CC(=O)N(C(C(=O)O1)C(C)C)C)C)C(C)C)NC(=O)C3=C4C(=C(C=C3)C)OC5=C(C(=O)C(=C(C5=N4)C(=O)NC6C(OC(=O)C(N(C(=O)CN(C(=O)C7CCCN7C(=O)C(NC6=O)C(C)C)C)C)C(C)C)C)N)C. Drug 2: CCCCC(=O)OCC(=O)C1(CC(C2=C(C1)C(=C3C(=C2O)C(=O)C4=C(C3=O)C=CC=C4OC)O)OC5CC(C(C(O5)C)O)NC(=O)C(F)(F)F)O. Cell line: SNB-75. Synergy scores: CSS=72.1, Synergy_ZIP=22.9, Synergy_Bliss=21.0, Synergy_Loewe=20.4, Synergy_HSA=20.7. (6) Drug 1: CC1=C2C(C(=O)C3(C(CC4C(C3C(C(C2(C)C)(CC1OC(=O)C(C(C5=CC=CC=C5)NC(=O)OC(C)(C)C)O)O)OC(=O)C6=CC=CC=C6)(CO4)OC(=O)C)O)C)O. Drug 2: CC1C(C(CC(O1)OC2CC(CC3=C2C(=C4C(=C3O)C(=O)C5=CC=CC=C5C4=O)O)(C(=O)C)O)N)O. Cell line: ACHN. Synergy scores: CSS=54.7, Synergy_ZIP=-2.53, Synergy_Bliss=-1.72, Synergy_Loewe=0.565, Synergy_HSA=1.09. (7) Drug 1: CCCCCOC(=O)NC1=NC(=O)N(C=C1F)C2C(C(C(O2)C)O)O. Drug 2: CCN(CC)CCCC(C)NC1=C2C=C(C=CC2=NC3=C1C=CC(=C3)Cl)OC. Cell line: HS 578T. Synergy scores: CSS=0.180, Synergy_ZIP=-1.05, Synergy_Bliss=-2.79, Synergy_Loewe=-8.14, Synergy_HSA=-5.22. (8) Cell line: HOP-62. Drug 2: C(CC(=O)O)C(=O)CN.Cl. Synergy scores: CSS=19.3, Synergy_ZIP=-6.14, Synergy_Bliss=-1.50, Synergy_Loewe=-7.40, Synergy_HSA=-0.208. Drug 1: CN(CC1=CN=C2C(=N1)C(=NC(=N2)N)N)C3=CC=C(C=C3)C(=O)NC(CCC(=O)O)C(=O)O. (9) Drug 1: CCN(CC)CCNC(=O)C1=C(NC(=C1C)C=C2C3=C(C=CC(=C3)F)NC2=O)C. Drug 2: CN(CC1=CN=C2C(=N1)C(=NC(=N2)N)N)C3=CC=C(C=C3)C(=O)NC(CCC(=O)O)C(=O)O. Cell line: OVCAR3. Synergy scores: CSS=36.5, Synergy_ZIP=2.38, Synergy_Bliss=0.165, Synergy_Loewe=-21.7, Synergy_HSA=-3.50.